Dataset: Full USPTO retrosynthesis dataset with 1.9M reactions from patents (1976-2016). Task: Predict the reactants needed to synthesize the given product. Given the product [F:16][C:12]([F:17])([C:11]([F:19])([F:18])[F:10])[CH:13]([C:3]1[CH:8]=[CH:7][C:6]([CH3:9])=[CH:5][CH:4]=1)[OH:14], predict the reactants needed to synthesize it. The reactants are: [Mg].Br[C:3]1[CH:8]=[CH:7][C:6]([CH3:9])=[CH:5][CH:4]=1.[F:10][C:11]([F:19])([F:18])[C:12]([F:17])([F:16])[C:13](O)=[O:14].[BH4-].[Na+].